Dataset: Catalyst prediction with 721,799 reactions and 888 catalyst types from USPTO. Task: Predict which catalyst facilitates the given reaction. (1) Reactant: C(OC[N:9]1[C:13]2=[N:14][CH:15]=[C:16]([C:18]3[C:26]4[C:21](=[CH:22][CH:23]=[C:24]([CH:27]([CH3:29])[CH3:28])[CH:25]=4)[N:20]([CH3:30])[N:19]=3)[N:17]=[C:12]2[C:11]([C:31](=[O:37])[NH:32][C:33]([CH3:36])([CH3:35])[CH3:34])=[CH:10]1)(=O)C(C)(C)C.[OH-].[K+].Cl. Product: [C:33]([NH:32][C:31]([C:11]1[C:12]2[C:13](=[N:14][CH:15]=[C:16]([C:18]3[C:26]4[C:21](=[CH:22][CH:23]=[C:24]([CH:27]([CH3:28])[CH3:29])[CH:25]=4)[N:20]([CH3:30])[N:19]=3)[N:17]=2)[NH:9][CH:10]=1)=[O:37])([CH3:36])([CH3:35])[CH3:34]. The catalyst class is: 38. (2) Reactant: C([Si]([O:8][CH2:9][C:10]1[S:11][C:12]([F:23])=[C:13]([CH2:15][C:16]2[CH:21]=[CH:20][CH:19]=[C:18]([Cl:22])[CH:17]=2)[CH:14]=1)(C)C)(C)(C)C. Product: [Cl:22][C:18]1[CH:17]=[C:16]([CH:21]=[CH:20][CH:19]=1)[CH2:15][C:13]1[CH:14]=[C:10]([CH2:9][OH:8])[S:11][C:12]=1[F:23]. The catalyst class is: 1. (3) Reactant: [CH3:1][C:2]1[C:10]2[C:5](=[N:6][CH:7]=[C:8]([C:11]3[CH:12]=[C:13]([CH:15]=[CH:16][CH:17]=3)[NH2:14])[CH:9]=2)[NH:4][CH:3]=1.C(N([CH2:23][CH3:24])CC)C.C(P1(=O)OP(CCC)(=O)OP(CCC)(=O)[O:29]1)CC.[C:43](#N)[CH3:44]. Product: [CH3:1][C:2]1[C:10]2[C:5](=[N:6][CH:7]=[C:8]([C:11]3[CH:12]=[C:13]([NH:14][C:43](=[O:29])[C:44]#[C:23][CH3:24])[CH:15]=[CH:16][CH:17]=3)[CH:9]=2)[NH:4][CH:3]=1. The catalyst class is: 13. (4) Reactant: [C:1]([C:5]1[CH:30]=[C:8]2[N:9]=[C:10]([CH3:29])[C:11]([CH:21]([CH2:26][CH2:27][CH3:28])[C:22]([O:24]C)=[O:23])=[C:12]([C:13]3[CH:18]=[CH:17][C:16]([CH3:19])=[C:15]([CH3:20])[CH:14]=3)[N:7]2[N:6]=1)([CH3:4])([CH3:3])[CH3:2].[OH-].[Li+].[OH-].[Na+]. Product: [C:1]([C:5]1[CH:30]=[C:8]2[N:9]=[C:10]([CH3:29])[C:11]([CH:21]([CH2:26][CH2:27][CH3:28])[C:22]([OH:24])=[O:23])=[C:12]([C:13]3[CH:18]=[CH:17][C:16]([CH3:19])=[C:15]([CH3:20])[CH:14]=3)[N:7]2[N:6]=1)([CH3:3])([CH3:4])[CH3:2]. The catalyst class is: 5. (5) Reactant: Br[C:2]1[CH:3]=[CH:4][C:5]2[N:6]([C:15]3[CH:20]=[CH:19][CH:18]=[CH:17][CH:16]=3)[C:7]3[C:12]([C:13]=2[CH:14]=1)=[CH:11][CH:10]=[CH:9][CH:8]=3.[Li]CCCC.CCCCCC.[B:32](OC)([O:35]C)[O:33]C.Cl. Product: [C:7]1([N:6]2[C:5]3[CH:13]=[CH:14][C:2]([B:32]([OH:35])[OH:33])=[CH:3][C:4]=3[C:20]3[C:15]2=[CH:16][CH:17]=[CH:18][CH:19]=3)[CH:12]=[CH:11][CH:10]=[CH:9][CH:8]=1. The catalyst class is: 30. (6) Reactant: COC(=O)[C:4]([C:10]#[N:11])=[CH:5][CH2:6][CH:7]([CH3:9])[CH3:8].[C-:13]#[N:14].[Na+]. Product: [CH2:6]([CH:5]([CH2:4][C:10]#[N:11])[C:13]#[N:14])[CH:7]([CH3:8])[CH3:9]. The catalyst class is: 6. (7) Product: [O:1]=[C:2]1[N:6]([C:19]([O:18][C:15]([CH3:17])([CH3:16])[CH3:14])=[O:20])[CH:5]([C:7]([O:9][C:10]([CH3:13])([CH3:12])[CH3:11])=[O:8])[CH2:4][CH2:3]1. The catalyst class is: 2. Reactant: [O:1]=[C:2]1[NH:6][CH:5]([C:7]([O:9][C:10]([CH3:13])([CH3:12])[CH3:11])=[O:8])[CH2:4][CH2:3]1.[CH3:14][C:15]([O:18][C:19](O[C:19]([O:18][C:15]([CH3:17])([CH3:16])[CH3:14])=[O:20])=[O:20])([CH3:17])[CH3:16]. (8) Product: [Br:1][C:2]1[S:6][C:5]([NH:7][C:8]([NH:10][S:11]([C:14]2[CH:15]=[N:16][C:17]([N:24]3[CH2:25][CH2:26][CH2:27][CH:23]3[CH3:22])=[C:18]([Cl:20])[CH:19]=2)(=[O:13])=[O:12])=[O:9])=[N:4][CH:3]=1. Reactant: [Br:1][C:2]1[S:6][C:5]([NH:7][C:8]([NH:10][S:11]([C:14]2[CH:15]=[N:16][C:17](Cl)=[C:18]([Cl:20])[CH:19]=2)(=[O:13])=[O:12])=[O:9])=[N:4][CH:3]=1.[CH3:22][CH:23]1[CH2:27][CH2:26][CH2:25][NH:24]1. The catalyst class is: 39. (9) Reactant: C[Si](Br)(C)C.C[O:7][P:8]([C:12](=[O:17])[CH2:13][CH2:14][NH:15][OH:16])(=[O:11])[O:9]C. Product: [OH:16][NH:15][CH2:14][CH2:13][C:12]([P:8](=[O:7])([OH:11])[OH:9])=[O:17]. The catalyst class is: 10.